From a dataset of CYP2D6 inhibition data for predicting drug metabolism from PubChem BioAssay. Regression/Classification. Given a drug SMILES string, predict its absorption, distribution, metabolism, or excretion properties. Task type varies by dataset: regression for continuous measurements (e.g., permeability, clearance, half-life) or binary classification for categorical outcomes (e.g., BBB penetration, CYP inhibition). Dataset: cyp2d6_veith. (1) The result is 1 (inhibitor). The compound is CCOc1ccc(-n2c(SCC(=O)Nc3ccc(OC)cc3OC)nc3c(c2=O)SCC3)cc1. (2) The molecule is O=[N+]([O-])c1cc(/C=N/O)ccc1SCc1ccccc1. The result is 0 (non-inhibitor). (3) The compound is CC(=O)Nc1ccc(N=Cc2c(C)c(C#N)c(=O)n(CCc3ccccc3)c2O)cc1. The result is 0 (non-inhibitor).